This data is from Peptide-MHC class II binding affinity with 134,281 pairs from IEDB. The task is: Regression. Given a peptide amino acid sequence and an MHC pseudo amino acid sequence, predict their binding affinity value. This is MHC class II binding data. (1) The peptide sequence is PETEKAEEVEKIEKT. The MHC is HLA-DQA10501-DQB10201 with pseudo-sequence HLA-DQA10501-DQB10201. The binding affinity (normalized) is 0.138. (2) The peptide sequence is LAECARRRLRTLVLA. The MHC is HLA-DQA10501-DQB10303 with pseudo-sequence HLA-DQA10501-DQB10303. The binding affinity (normalized) is 0.229. (3) The peptide sequence is DCSEYPKPDCTAEDR. The MHC is DRB3_0101 with pseudo-sequence DRB3_0101. The binding affinity (normalized) is 0.0742. (4) The peptide sequence is EIKYFAATQFEPLAA. The MHC is HLA-DPA10103-DPB10401 with pseudo-sequence HLA-DPA10103-DPB10401. The binding affinity (normalized) is 0.838. (5) The peptide sequence is GKTKEGVLYVGSKTK. The binding affinity (normalized) is 0.0457. The MHC is HLA-DQA10102-DQB10602 with pseudo-sequence HLA-DQA10102-DQB10602. (6) The peptide sequence is TDKMFFVKNPTDTGH. The MHC is DRB1_0701 with pseudo-sequence DRB1_0701. The binding affinity (normalized) is 0.221. (7) The peptide sequence is LVDEERKLHQQGRCR. The MHC is DRB1_0801 with pseudo-sequence DRB1_0801. The binding affinity (normalized) is 0.196.